This data is from CYP1A2 inhibition data for predicting drug metabolism from PubChem BioAssay. The task is: Regression/Classification. Given a drug SMILES string, predict its absorption, distribution, metabolism, or excretion properties. Task type varies by dataset: regression for continuous measurements (e.g., permeability, clearance, half-life) or binary classification for categorical outcomes (e.g., BBB penetration, CYP inhibition). Dataset: cyp1a2_veith. (1) The compound is Cc1ccc2nc(N3CCN(S(=O)(=O)c4ccc5c(c4)OCCO5)CC3)c(C#N)cc2c1. The result is 0 (non-inhibitor). (2) The result is 0 (non-inhibitor). The drug is COc1ccccc1CN1CCCC2(CCNCC2)C1. (3) The molecule is COc1cccc(SCc2noc(C(=O)NCC3CCCO3)c2C(=O)O)c1. The result is 0 (non-inhibitor). (4) The molecule is COC(=O)C/C=C\[C@@H](C)[C@@H](/C=N\OCC[C@H]1C=C[C@H](OC(C)=O)[C@@H](COC(C)=O)O1)NS(=O)(=O)c1ccc(C)cc1. The result is 0 (non-inhibitor). (5) The drug is CC(C)(C)NS(=O)(=O)c1ccc(NC(=O)C(Sc2ccccc2)c2ccccc2)cc1. The result is 0 (non-inhibitor).